This data is from Catalyst prediction with 721,799 reactions and 888 catalyst types from USPTO. The task is: Predict which catalyst facilitates the given reaction. (1) Reactant: Cl.[C:2]1(=[O:13])[C:7]2([CH2:12][CH2:11][CH2:10][NH:9][CH2:8]2)[CH2:6][CH2:5][CH2:4][NH:3]1.C(N(CC)CC)C.[F:21][C:22]([F:34])([F:33])[C:23]1[CH:24]=[C:25]([S:29](Cl)(=[O:31])=[O:30])[CH:26]=[CH:27][CH:28]=1. Product: [F:34][C:22]([F:21])([F:33])[C:23]1[CH:24]=[C:25]([S:29]([N:9]2[CH2:10][CH2:11][CH2:12][C:7]3([C:2](=[O:13])[NH:3][CH2:4][CH2:5][CH2:6]3)[CH2:8]2)(=[O:30])=[O:31])[CH:26]=[CH:27][CH:28]=1. The catalyst class is: 4. (2) Reactant: [Br:1]N1C(=O)CCC1=O.[CH2:9]([C:11]1[NH:15][C:14]([C:16]([O:18][CH2:19][CH3:20])=[O:17])=[CH:13][CH:12]=1)[CH3:10].[OH-].[Na+]. Product: [Br:1][C:12]1[CH:13]=[C:14]([C:16]([O:18][CH2:19][CH3:20])=[O:17])[NH:15][C:11]=1[CH2:9][CH3:10]. The catalyst class is: 2. (3) Reactant: [N:1]1([C:7]2[CH:12]=[CH:11][C:10]([N:13]3[CH2:18][CH2:17][CH2:16][NH:15][C:14]3=[O:19])=[CH:9][CH:8]=2)[CH2:6][CH2:5][NH:4][CH2:3][CH2:2]1.CC1C=CC(S(O[CH2:31][CH2:32][CH2:33][C:34]2[C:42]3[C:37](=[CH:38][CH:39]=[C:40]([C:43]#[N:44])[CH:41]=3)[NH:36][CH:35]=2)(=O)=O)=CC=1.C(=O)([O-])[O-].[K+].[K+].[I-].[K+]. Product: [O:19]=[C:14]1[NH:15][CH2:16][CH2:17][CH2:18][N:13]1[C:10]1[CH:9]=[CH:8][C:7]([N:1]2[CH2:6][CH2:5][N:4]([CH2:31][CH2:32][CH2:33][C:34]3[C:42]4[C:37](=[CH:38][CH:39]=[C:40]([C:43]#[N:44])[CH:41]=4)[NH:36][CH:35]=3)[CH2:3][CH2:2]2)=[CH:12][CH:11]=1. The catalyst class is: 10. (4) The catalyst class is: 105. Reactant: [CH3:1][O:2][C:3](=[O:16])[CH:4]=[C:5]([C:10]1[CH:15]=[CH:14][CH:13]=[CH:12][CH:11]=1)[C:6]([F:9])([F:8])[F:7].[H][H]. Product: [F:7][C:6]([F:8])([F:9])[CH:5]([C:10]1[CH:15]=[CH:14][CH:13]=[CH:12][CH:11]=1)[CH2:4][C:3]([O:2][CH3:1])=[O:16].